From a dataset of Peptide-MHC class II binding affinity with 134,281 pairs from IEDB. Regression. Given a peptide amino acid sequence and an MHC pseudo amino acid sequence, predict their binding affinity value. This is MHC class II binding data. (1) The peptide sequence is LMTGGVTLVRKNRWL. The MHC is DRB1_0701 with pseudo-sequence DRB1_0701. The binding affinity (normalized) is 0.464. (2) The peptide sequence is YDKFLANVSLVLTGK. The binding affinity (normalized) is 0.629. The MHC is DRB1_1001 with pseudo-sequence DRB1_1001. (3) The MHC is DRB3_0202 with pseudo-sequence DRB3_0202. The peptide sequence is GELQIVDKIDAAFKG. The binding affinity (normalized) is 0.230. (4) The peptide sequence is EKKYFASTQFEPLAA. The MHC is HLA-DQA10501-DQB10301 with pseudo-sequence HLA-DQA10501-DQB10301. The binding affinity (normalized) is 0.165. (5) The peptide sequence is GELQIVKKIDAAFKI. The MHC is DRB1_1302 with pseudo-sequence DRB1_1302. The binding affinity (normalized) is 0.605. (6) The peptide sequence is LQIIDKIDAAFKVAA. The MHC is DRB1_1101 with pseudo-sequence DRB1_1101. The binding affinity (normalized) is 0.459. (7) The peptide sequence is YDKFLANVQTVLTGK. The MHC is DRB1_0401 with pseudo-sequence DRB1_0401. The binding affinity (normalized) is 0.598.